From a dataset of Catalyst prediction with 721,799 reactions and 888 catalyst types from USPTO. Predict which catalyst facilitates the given reaction. (1) Reactant: [CH2:1]([O:3][C:4]1[CH:5]=[C:6]([CH:28]=[C:29]([O:32][CH2:33][CH3:34])[C:30]=1F)[CH2:7][N:8]1[CH2:13][CH2:12][CH:11]([NH:14][C:15](=[O:27])[C:16]2[CH:21]=[CH:20][CH:19]=[C:18]([C:22]3[N:23]=[N:24][NH:25][N:26]=3)[CH:17]=2)[CH2:10][CH2:9]1)[CH3:2].C(OC1C=C(C=C(OCC)C=1[N:46]1[CH:50]=[CH:49][CH:48]=[CH:47]1)C=O)C.C([BH3-])#N.[Na+].C(N(C(C)C)C(C)C)C. Product: [CH2:1]([O:3][C:4]1[CH:5]=[C:6]([CH:28]=[C:29]([O:32][CH2:33][CH3:34])[C:30]=1[N:46]1[CH:50]=[CH:49][CH:48]=[CH:47]1)[CH2:7][N:8]1[CH2:13][CH2:12][CH:11]([NH:14][C:15](=[O:27])[C:16]2[CH:21]=[CH:20][CH:19]=[C:18]([C:22]3[N:23]=[N:24][NH:25][N:26]=3)[CH:17]=2)[CH2:10][CH2:9]1)[CH3:2]. The catalyst class is: 212. (2) Product: [NH2:13][C@@H:10]1[CH2:11][CH2:12][N:8]([CH:5]2[CH2:4][CH2:3][C:2]([C:21]3[S:25][C:24]([CH:26]([CH3:28])[CH3:27])=[N:23][CH:22]=3)([OH:1])[CH2:7][CH2:6]2)[CH2:9]1. Reactant: [OH:1][C:2]1([C:21]2[S:25][C:24]([CH:26]([CH3:28])[CH3:27])=[N:23][CH:22]=2)[CH2:7][CH2:6][CH:5]([N:8]2[CH2:12][CH2:11][C@@H:10]([NH:13]C(=O)OC(C)(C)C)[CH2:9]2)[CH2:4][CH2:3]1. The catalyst class is: 89. (3) Reactant: C(O[CH:5]1[O:27][C@H:26]([CH2:28][O:29][C:30](=[O:37])[C:31]2[CH:36]=[CH:35][CH:34]=[CH:33][CH:32]=2)[C@@H:16]([O:17][C:18](=[O:25])[C:19]2[CH:24]=[CH:23][CH:22]=[CH:21][CH:20]=2)[C@@:6]1([CH3:38])[O:7][C:8](=[O:15])[C:9]1[CH:14]=[CH:13][CH:12]=[CH:11][CH:10]=1)(=O)C.[NH2:39][C:40]1[N:45]=[CH:44][N:43]=[C:42]2[NH:46][N:47]=[C:48]([I:49])[C:41]=12.B(F)(F)F.CCOCC. Product: [NH2:39][C:40]1[N:45]=[CH:44][N:43]=[C:42]2[N:46]([C@@H:5]3[O:27][C@H:26]([CH2:28][O:29][C:30](=[O:37])[C:31]4[CH:36]=[CH:35][CH:34]=[CH:33][CH:32]=4)[C@@H:16]([O:17][C:18](=[O:25])[C:19]4[CH:24]=[CH:23][CH:22]=[CH:21][CH:20]=4)[C@@:6]3([CH3:38])[O:7][C:8](=[O:15])[C:9]3[CH:14]=[CH:13][CH:12]=[CH:11][CH:10]=3)[N:47]=[C:48]([I:49])[C:41]=12. The catalyst class is: 463. (4) Product: [F:1][C:2]([F:33])([F:32])[O:3][C:4]1[CH:31]=[CH:30][C:7]([CH2:8][N:9]([C:16]2[N:17]=[C:18]3[CH:23]=[C:22]([C:24]([F:27])([F:26])[F:25])[CH:21]=[CH:20][N:19]3[C:28]=2[CH3:29])[S:10]([CH2:13][CH2:14][N:38]([CH2:39][CH:40]([CH3:42])[CH3:41])[CH2:34][CH:35]([CH3:37])[CH3:36])(=[O:12])=[O:11])=[CH:6][CH:5]=1. The catalyst class is: 10. Reactant: [F:1][C:2]([F:33])([F:32])[O:3][C:4]1[CH:31]=[CH:30][C:7]([CH2:8][N:9]([C:16]2[N:17]=[C:18]3[CH:23]=[C:22]([C:24]([F:27])([F:26])[F:25])[CH:21]=[CH:20][N:19]3[C:28]=2[CH3:29])[S:10]([CH2:13][CH2:14]Br)(=[O:12])=[O:11])=[CH:6][CH:5]=1.[CH2:34]([NH:38][CH2:39][CH:40]([CH3:42])[CH3:41])[CH:35]([CH3:37])[CH3:36]. (5) Reactant: [CH2:1]([C:5]1[N:6]=[C:7]([O:27][CH3:28])[NH:8][C:9](=[O:26])[C:10]=1[CH2:11][C:12]1[CH:17]=[CH:16][C:15]([C:18]2[C:19]([C:24]#[N:25])=[CH:20][CH:21]=[CH:22][CH:23]=2)=[CH:14][CH:13]=1)[CH2:2][CH2:3][CH3:4].[CH2:29](Br)[C:30]1[CH:35]=[CH:34][CH:33]=[CH:32][CH:31]=1.C(=O)([O-])[O-].[Cs+].[Cs+]. The catalyst class is: 42. Product: [CH2:29]([N:8]1[C:9](=[O:26])[C:10]([CH2:11][C:12]2[CH:17]=[CH:16][C:15]([C:18]3[C:19]([C:24]#[N:25])=[CH:20][CH:21]=[CH:22][CH:23]=3)=[CH:14][CH:13]=2)=[C:5]([CH2:1][CH2:2][CH2:3][CH3:4])[N:6]=[C:7]1[O:27][CH3:28])[C:30]1[CH:35]=[CH:34][CH:33]=[CH:32][CH:31]=1.